Dataset: Catalyst prediction with 721,799 reactions and 888 catalyst types from USPTO. Task: Predict which catalyst facilitates the given reaction. (1) Reactant: [F:1][C:2]1[C:11]([F:12])=[C:10]2[C:5]([CH:6]=[C:7]([Si:14]([CH3:17])([CH3:16])[CH3:15])[C:8]([OH:13])=[CH:9]2)=[CH:4][CH:3]=1.Br[CH2:19][CH3:20].C(=O)([O-])[O-].[K+].[K+]. Product: [CH2:19]([O:13][C:8]1[C:7]([Si:14]([CH3:17])([CH3:16])[CH3:15])=[CH:6][C:5]2[C:10]([CH:9]=1)=[C:11]([F:12])[C:2]([F:1])=[CH:3][CH:4]=2)[CH3:20]. The catalyst class is: 573. (2) Reactant: [ClH:1].C([N:15]1[CH2:18][C:17]([O:20][CH:21]([CH3:23])[CH3:22])([CH3:19])[CH2:16]1)(C1C=CC=CC=1)C1C=CC=CC=1. Product: [ClH:1].[CH:21]([O:20][C:17]1([CH3:19])[CH2:18][NH:15][CH2:16]1)([CH3:23])[CH3:22]. The catalyst class is: 261. (3) Reactant: [NH2:1][C:2]1[N:7]=[CH:6][N:5]=[C:4]2[N:8]([CH:12]([C:14]3[O:15][C:16]4[C:21]([C:22](=[O:30])[C:23]=3[C:24]3[CH:29]=[CH:28][CH:27]=[CH:26][CH:25]=3)=[CH:20][CH:19]=[CH:18][CH:17]=4)[CH3:13])[N:9]=[C:10](I)[C:3]=12.[CH3:31][C:32]1[C:40]2[C:35](=[CH:36][C:37](B3OC(C)(C)C(C)(C)O3)=[CH:38][CH:39]=2)[NH:34][N:33]=1.C(=O)([O-])[O-].[Na+].[Na+].ClCCl. Product: [NH2:1][C:2]1[N:7]=[CH:6][N:5]=[C:4]2[N:8]([CH:12]([C:14]3[O:15][C:16]4[C:21]([C:22](=[O:30])[C:23]=3[C:24]3[CH:29]=[CH:28][CH:27]=[CH:26][CH:25]=3)=[CH:20][CH:19]=[CH:18][CH:17]=4)[CH3:13])[N:9]=[C:10]([C:37]3[CH:36]=[C:35]4[C:40]([C:32]([CH3:31])=[N:33][NH:34]4)=[CH:39][CH:38]=3)[C:3]=12. The catalyst class is: 615. (4) Reactant: [CH2:1]([O:3][C:4]([CH:6]1[CH2:11][CH2:10][C:9](O)([CH2:12][N:13]([C:23]2[CH:28]=[CH:27][CH:26]=[CH:25][CH:24]=2)[C:14]([O:16]C2C=CC=CC=2)=[O:15])[CH2:8][CH2:7]1)=[O:5])[CH3:2].[H-].[Na+].O. Product: [O:15]=[C:14]1[N:13]([C:23]2[CH:24]=[CH:25][CH:26]=[CH:27][CH:28]=2)[CH2:12][C:9]2([CH2:10][CH2:11][CH:6]([C:4]([O:3][CH2:1][CH3:2])=[O:5])[CH2:7][CH2:8]2)[O:16]1. The catalyst class is: 11.